This data is from Forward reaction prediction with 1.9M reactions from USPTO patents (1976-2016). The task is: Predict the product of the given reaction. (1) Given the reactants [CH3:1][O:2][C:3]1[CH:4]=[C:5]([S:13][CH2:14][CH2:15][CH2:16][C:17]([O:19]CC)=[O:18])[CH:6]=[C:7]([O:11][CH3:12])[C:8]=1[O:9][CH3:10], predict the reaction product. The product is: [CH3:1][O:2][C:3]1[CH:4]=[C:5]([S:13][CH2:14][CH2:15][CH2:16][C:17]([OH:19])=[O:18])[CH:6]=[C:7]([O:11][CH3:12])[C:8]=1[O:9][CH3:10]. (2) Given the reactants Cl.[C:2]([C:4]1([NH:7][C:8]([C@@H:10]2[CH2:14][C@@H:13]([S:15]([C:18]3[CH:23]=[CH:22][CH:21]=[CH:20][C:19]=3[Cl:24])(=[O:17])=[O:16])[CH2:12][NH:11]2)=[O:9])[CH2:6][CH2:5]1)#[N:3].Cl[C:26]([O:28][CH2:29][CH3:30])=[O:27], predict the reaction product. The product is: [CH2:29]([O:28][C:26]([N:11]1[CH2:12][C@H:13]([S:15]([C:18]2[CH:23]=[CH:22][CH:21]=[CH:20][C:19]=2[Cl:24])(=[O:17])=[O:16])[CH2:14][C@H:10]1[C:8](=[O:9])[NH:7][C:4]1([C:2]#[N:3])[CH2:6][CH2:5]1)=[O:27])[CH3:30]. (3) The product is: [CH3:1][O:2][C:3](=[O:21])[CH2:4][O:5][C@H:6]1[CH2:7][CH2:8][C@H:9]([C:12]2[CH:13]=[CH:14][C:15]([NH2:18])=[CH:16][CH:17]=2)[CH2:10][CH2:11]1. Given the reactants [CH3:1][O:2][C:3](=[O:21])[CH2:4][O:5][C@H:6]1[CH2:11][CH2:10][C@H:9]([C:12]2[CH:17]=[CH:16][C:15]([N+:18]([O-])=O)=[CH:14][CH:13]=2)[CH2:8][CH2:7]1, predict the reaction product. (4) Given the reactants [CH3:1][NH:2][C:3]1=[N:4][C:5](=[O:22])[S:6]/[C:7]/1=[CH:8]\[CH:9]1[CH2:14][CH2:13][N:12](C(OC(C)(C)C)=O)[CH2:11][CH2:10]1.[ClH:23].C(OCC)(=O)C, predict the reaction product. The product is: [ClH:23].[ClH:23].[CH3:1][NH:2][C:3]1=[N:4][C:5](=[O:22])[S:6]/[C:7]/1=[CH:8]\[CH:9]1[CH2:14][CH2:13][NH:12][CH2:11][CH2:10]1. (5) Given the reactants Cl.C([O:4][C:5](=O)[CH2:6][NH2:7])C.[N:9]([CH2:12][C:13]1[CH:21]=[CH:20][C:16]2[O:17][CH2:18][O:19][C:15]=2[CH:14]=1)=[C:10]=[S:11].C(=O)([O-])O.[Na+], predict the reaction product. The product is: [O:17]1[C:16]2[CH:20]=[CH:21][C:13]([CH2:12][N:9]3[C:5](=[O:4])[CH2:6][NH:7][C:10]3=[S:11])=[CH:14][C:15]=2[O:19][CH2:18]1. (6) The product is: [C:26]([O:30][C:31]([N:33]1[CH2:38][CH2:37][N:36]([C:39]2[CH:40]=[N:41][C:42]([NH:45][C:13]3[N:14]=[CH:15][C:10]4[CH:9]=[C:8]([O:19][CH2:20][CH2:21][O:22][CH2:23][CH3:24])[C:7](=[O:25])[N:6]([CH:1]5[CH2:5][CH2:4][CH2:3][CH2:2]5)[C:11]=4[N:12]=3)=[CH:43][CH:44]=2)[CH2:35][CH2:34]1)=[O:32])([CH3:29])([CH3:27])[CH3:28]. Given the reactants [CH:1]1([N:6]2[C:11]3[N:12]=[C:13](S(C)=O)[N:14]=[CH:15][C:10]=3[CH:9]=[C:8]([O:19][CH2:20][CH2:21][O:22][CH2:23][CH3:24])[C:7]2=[O:25])[CH2:5][CH2:4][CH2:3][CH2:2]1.[C:26]([O:30][C:31]([N:33]1[CH2:38][CH2:37][N:36]([C:39]2[CH:40]=[N:41][C:42]([NH2:45])=[CH:43][CH:44]=2)[CH2:35][CH2:34]1)=[O:32])([CH3:29])([CH3:28])[CH3:27], predict the reaction product. (7) Given the reactants I[C:2]1[CH:8]=[CH:7][C:5]([NH2:6])=[CH:4][CH:3]=1.[C:9]1([C:15]#[CH:16])[CH:14]=[CH:13][CH:12]=[CH:11][CH:10]=1.C1(P(C2C=CC=CC=2)C2C=CC=CC=2)C=CC=CC=1, predict the reaction product. The product is: [C:9]1([C:15]#[C:16][C:2]2[CH:8]=[CH:7][C:5]([NH2:6])=[CH:4][CH:3]=2)[CH:14]=[CH:13][CH:12]=[CH:11][CH:10]=1.